Dataset: NCI-60 drug combinations with 297,098 pairs across 59 cell lines. Task: Regression. Given two drug SMILES strings and cell line genomic features, predict the synergy score measuring deviation from expected non-interaction effect. (1) Drug 1: C1CCN(CC1)CCOC2=CC=C(C=C2)C(=O)C3=C(SC4=C3C=CC(=C4)O)C5=CC=C(C=C5)O. Drug 2: C1CCC(C(C1)N)N.C(=O)(C(=O)[O-])[O-].[Pt+4]. Cell line: PC-3. Synergy scores: CSS=2.75, Synergy_ZIP=-1.45, Synergy_Bliss=-0.377, Synergy_Loewe=0.189, Synergy_HSA=-0.0495. (2) Cell line: A549. Drug 1: CN(C)N=NC1=C(NC=N1)C(=O)N. Synergy scores: CSS=6.57, Synergy_ZIP=-1.34, Synergy_Bliss=1.19, Synergy_Loewe=-1.45, Synergy_HSA=-0.0103. Drug 2: C(=O)(N)NO.